Dataset: CYP1A2 inhibition data for predicting drug metabolism from PubChem BioAssay. Task: Regression/Classification. Given a drug SMILES string, predict its absorption, distribution, metabolism, or excretion properties. Task type varies by dataset: regression for continuous measurements (e.g., permeability, clearance, half-life) or binary classification for categorical outcomes (e.g., BBB penetration, CYP inhibition). Dataset: cyp1a2_veith. (1) The compound is CN(C)c1ncc2nc(-c3ccc(F)cc3)c(=O)n(-c3ccccc3)c2n1. The result is 1 (inhibitor). (2) The drug is COc1ccc(CN(C(=O)c2cccs2)C(C(=O)NC2CCCCC2)c2ccc3ncccc3c2)cc1. The result is 0 (non-inhibitor). (3) The compound is N[C@@](CC(=O)O)(Cc1ccccc1)C(=O)O. The result is 0 (non-inhibitor).